This data is from Peptide-MHC class I binding affinity with 185,985 pairs from IEDB/IMGT. The task is: Regression. Given a peptide amino acid sequence and an MHC pseudo amino acid sequence, predict their binding affinity value. This is MHC class I binding data. (1) The peptide sequence is VSSKKCTAL. The MHC is HLA-A01:01 with pseudo-sequence HLA-A01:01. The binding affinity (normalized) is 0.0847. (2) The peptide sequence is RPAIVVPAF. The MHC is HLA-B27:05 with pseudo-sequence HLA-B27:05. The binding affinity (normalized) is 0.0847. (3) The peptide sequence is RVMAPRALL. The MHC is BoLA-HD6 with pseudo-sequence BoLA-HD6. The binding affinity (normalized) is 0.756. (4) The peptide sequence is KEISNMLSII. The MHC is HLA-B44:02 with pseudo-sequence HLA-B44:02. The binding affinity (normalized) is 0.687. (5) The peptide sequence is LENFRAYVDG. The MHC is HLA-B18:01 with pseudo-sequence HLA-B18:01. The binding affinity (normalized) is 0.377. (6) The peptide sequence is YESSHWLVV. The MHC is HLA-B39:01 with pseudo-sequence HLA-B39:01. The binding affinity (normalized) is 0.664. (7) The peptide sequence is IQGTLAKAY. The MHC is HLA-B40:01 with pseudo-sequence HLA-B40:01. The binding affinity (normalized) is 0.0847.